This data is from Full USPTO retrosynthesis dataset with 1.9M reactions from patents (1976-2016). The task is: Predict the reactants needed to synthesize the given product. (1) Given the product [Br:22][C:23]1[CH:28]=[CH:27][C:26]([C:29]([C:32]2[CH:37]=[C:36]([CH:35]=[C:34]([Cl:41])[CH:33]=2)[NH2:38])([CH3:31])[CH3:30])=[CH:25][CH:24]=1, predict the reactants needed to synthesize it. The reactants are: BrC1C=C(C=C(C(C2C=CC=C(OC(F)F)C=2)(C)C)C=1)N.[Br:22][C:23]1[CH:28]=[CH:27][C:26]([C:29]([C:32]2[CH:37]=[C:36]([N+:38]([O-])=O)[CH:35]=[C:34]([Cl:41])[CH:33]=2)([CH3:31])[CH3:30])=[CH:25][CH:24]=1. (2) Given the product [CH3:27][O:31][N:32]([CH3:33])[C:20]([C@H:17]1[CH2:18][CH2:19][C@H:14]([CH2:13][N:8]2[C:7]3[CH:23]=[C:3]([O:2][CH3:1])[CH:4]=[CH:5][C:6]=3[N:10]([CH3:11])[C:9]2=[O:12])[CH2:15][CH2:16]1)=[O:22], predict the reactants needed to synthesize it. The reactants are: [CH3:1][O:2][C:3]1[CH:4]=[CH:5][C:6]2[N:10]([CH3:11])[C:9](=[O:12])[N:8]([CH2:13][C@H:14]3[CH2:19][CH2:18][C@H:17]([C:20]([OH:22])=O)[CH2:16][CH2:15]3)[C:7]=2[CH:23]=1.CN([C:27]([O:31][N:32]1N=NC2C=CC=N[C:33]1=2)=[N+](C)C)C.F[P-](F)(F)(F)(F)F.Cl.CNOC. (3) Given the product [CH2:1]([C@@H:8]1[CH2:12][O:11][C:10](=[O:13])[N:9]1[C:14]([C@@H:15]([CH2:16][CH:17]=[CH2:18])[CH2:31][C:32]([O:34][C:35]([CH3:38])([CH3:37])[CH3:36])=[O:33])=[O:19])[C:2]1[CH:3]=[CH:4][CH:5]=[CH:6][CH:7]=1, predict the reactants needed to synthesize it. The reactants are: [CH2:1]([C@@H:8]1[CH2:12][O:11][C:10](=[O:13])[N:9]1[C:14](=[O:19])[CH2:15][CH2:16][CH:17]=[CH2:18])[C:2]1[CH:7]=[CH:6][CH:5]=[CH:4][CH:3]=1.C[Si]([N-][Si](C)(C)C)(C)C.[Na+].Br[CH2:31][C:32]([O:34][C:35]([CH3:38])([CH3:37])[CH3:36])=[O:33]. (4) The reactants are: [F:1][C:2]1[CH:18]=[CH:17][CH:16]=[CH:15][C:3]=1[CH2:4][N:5]1[CH2:10][CH:9](C)[CH2:8][CH:7]([C:12](O)=O)[CH2:6]1.C1C=CC(P(N=[N+]=[N-])(C2C=CC=CC=2)=[O:26])=CC=1.CC[N:38]([CH2:41]C)CC.Cl.[N:44]1[CH:49]=[CH:48][C:47]([C:50]2[C:54]3[CH2:55][NH:56][CH2:57][CH2:58][C:53]=3[NH:52][N:51]=2)=[CH:46][CH:45]=1. Given the product [F:1][C:2]1[CH:18]=[CH:17][CH:16]=[CH:15][C:3]=1[CH2:4][N:5]1[CH2:6][CH:7]([CH3:12])[CH2:8][CH:9]([NH:38][C:41]([N:56]2[CH2:57][CH2:58][C:53]3[NH:52][N:51]=[C:50]([C:47]4[CH:46]=[CH:45][N:44]=[CH:49][CH:48]=4)[C:54]=3[CH2:55]2)=[O:26])[CH2:10]1, predict the reactants needed to synthesize it. (5) Given the product [CH2:3]([O:5][C:6]([C:8]1[C:16]2[C:11](=[CH:12][C:13]([Br:1])=[C:14]([OH:17])[CH:15]=2)[N:10]([CH:18]2[CH2:19][CH2:20]2)[C:9]=1[CH3:21])=[O:7])[CH3:4], predict the reactants needed to synthesize it. The reactants are: [Br:1]Br.[CH2:3]([O:5][C:6]([C:8]1[C:16]2[C:11](=[CH:12][CH:13]=[C:14]([OH:17])[CH:15]=2)[N:10]([CH:18]2[CH2:20][CH2:19]2)[C:9]=1[CH3:21])=[O:7])[CH3:4]. (6) Given the product [NH2:8][CH2:9][C:10]([NH:12][CH2:13][CH2:14][C:15]([O:17][C:18]1[CH:19]=[CH:20][C:21]2[C:27]3[C:28]([O:36][CH3:37])=[C:29]([O:34][CH3:35])[C:30]([O:32][CH3:33])=[CH:31][C:26]=3[CH2:25][CH2:24][C@H:23]([NH:38][C:39](=[O:41])[CH3:40])[C:22]=2[CH:42]=1)=[O:16])=[O:11], predict the reactants needed to synthesize it. The reactants are: C(OC([NH:8][CH2:9][C:10]([NH:12][CH2:13][CH2:14][C:15]([O:17][C:18]1[CH:19]=[CH:20][C:21]2[C:27]3[C:28]([O:36][CH3:37])=[C:29]([O:34][CH3:35])[C:30]([O:32][CH3:33])=[CH:31][C:26]=3[CH2:25][CH2:24][C@H:23]([NH:38][C:39](=[O:41])[CH3:40])[C:22]=2[CH:42]=1)=[O:16])=[O:11])=O)(C)(C)C.Cl.